Dataset: Reaction yield outcomes from USPTO patents with 853,638 reactions. Task: Predict the reaction yield, written as a fraction of the theoretical maximum amount of product (1.0 means a 100% yield; for example, 0.34 means a 34% yield). (1) The reactants are [C:1]([O:5][C:6](=[O:17])[CH2:7][O:8][C:9]1[CH:14]=[CH:13][C:12](Cl)=[CH:11][C:10]=1[Br:16])([CH3:4])([CH3:3])[CH3:2].BrC1C=CC([F:25])=CC=1O.BrCC(OC(C)(C)C)=O. No catalyst specified. The product is [C:1]([O:5][C:6](=[O:17])[CH2:7][O:8][C:9]1[CH:14]=[C:13]([F:25])[CH:12]=[CH:11][C:10]=1[Br:16])([CH3:4])([CH3:3])[CH3:2]. The yield is 0.950. (2) The reactants are [F:1][C:2]1[CH:7]=[CH:6][C:5]([C:8]2[C:12]([CH2:13][O:14][C:15]3[CH:16]=[C:17]([C:20]([OH:22])=O)[NH:18][N:19]=3)=[C:11]([CH3:23])[O:10][N:9]=2)=[CH:4][CH:3]=1.F[B-](F)(F)F.[N:29]1(OC(N(C)C)=[N+](C)C)[C:33]2[CH:34]=[CH:35][CH:36]=CC=2N=[N:30]1.C(N(CC)C(C)C)(C)C.Cl.NN1CCCC1.[Cl-].[Na+]. The catalyst is CN(C=O)C. The product is [N:29]1([NH:30][C:20]([C:17]2[NH:18][N:19]=[C:15]([O:14][CH2:13][C:12]3[C:8]([C:5]4[CH:4]=[CH:3][C:2]([F:1])=[CH:7][CH:6]=4)=[N:9][O:10][C:11]=3[CH3:23])[CH:16]=2)=[O:22])[CH2:33][CH2:34][CH2:35][CH2:36]1. The yield is 0.750.